Dataset: Peptide-MHC class I binding affinity with 185,985 pairs from IEDB/IMGT. Task: Regression. Given a peptide amino acid sequence and an MHC pseudo amino acid sequence, predict their binding affinity value. This is MHC class I binding data. The peptide sequence is SRHHAFCFR. The binding affinity (normalized) is 0.451. The MHC is Mamu-B08 with pseudo-sequence Mamu-B08.